This data is from Full USPTO retrosynthesis dataset with 1.9M reactions from patents (1976-2016). The task is: Predict the reactants needed to synthesize the given product. (1) Given the product [NH2:19][C:10]1[C:9]2[N:8]=[C:7]([CH2:20][CH2:21][O:22][CH3:23])[N:6]([CH2:5][CH2:4][CH2:3][CH2:2][NH:1][S:33]([C:28]3[CH:29]=[CH:30][CH:31]=[CH:32][C:27]=3[N+:24]([O-:26])=[O:25])(=[O:34])=[O:35])[C:18]=2[C:17]2[CH:16]=[CH:15][CH:14]=[CH:13][C:12]=2[N:11]=1, predict the reactants needed to synthesize it. The reactants are: [NH2:1][CH2:2][CH2:3][CH2:4][CH2:5][N:6]1[C:18]2[C:17]3[CH:16]=[CH:15][CH:14]=[CH:13][C:12]=3[N:11]=[C:10]([NH2:19])[C:9]=2[N:8]=[C:7]1[CH2:20][CH2:21][O:22][CH3:23].[N+:24]([C:27]1[CH:32]=[CH:31][CH:30]=[CH:29][C:28]=1[S:33](Cl)(=[O:35])=[O:34])([O-:26])=[O:25]. (2) Given the product [F:1][C:2]1[CH:3]=[C:4]([CH2:8][C:9]([O:11][CH3:12])=[O:10])[CH:5]=[CH:6][CH:7]=1, predict the reactants needed to synthesize it. The reactants are: [F:1][C:2]1[CH:3]=[C:4]([CH2:8][C:9]([OH:11])=[O:10])[CH:5]=[CH:6][CH:7]=1.[CH3:12][Si](C=[N+]=[N-])(C)C.